From a dataset of Forward reaction prediction with 1.9M reactions from USPTO patents (1976-2016). Predict the product of the given reaction. (1) The product is: [CH2:21]([N:8]([CH2:1][C:2]1[CH:3]=[CH:4][CH:5]=[CH:6][CH:7]=1)[C:9]1[C:18]2[C:13](=[CH:14][CH:15]=[C:16]([O:19][CH3:20])[CH:17]=2)[C:12]([CH:32]=[O:31])=[CH:11][CH:10]=1)[C:22]1[CH:27]=[CH:26][CH:25]=[CH:24][CH:23]=1. Given the reactants [CH2:1]([N:8]([CH2:21][C:22]1[CH:27]=[CH:26][CH:25]=[CH:24][CH:23]=1)[C:9]1[C:18]2[C:13](=[CH:14][CH:15]=[C:16]([O:19][CH3:20])[CH:17]=2)[CH:12]=[CH:11][CH:10]=1)[C:2]1[CH:7]=[CH:6][CH:5]=[CH:4][CH:3]=1.[OH-].[Na+].Cl.[O:31]1CCC[CH2:32]1, predict the reaction product. (2) Given the reactants [CH2:1]([CH:3]1[CH2:8][CH2:7][N:6]([C:9]2[C:18]3[C:13](=[CH:14][CH:15]=[CH:16][CH:17]=3)[CH:12]=[N:11][C:10]=2Br)[CH2:5][CH2:4]1)[CH3:2].C([Li])(C)(C)C.CN(C)[CH:27]=[O:28].[Cl-].[NH4+], predict the reaction product. The product is: [CH2:1]([CH:3]1[CH2:8][CH2:7][N:6]([C:9]2[C:18]3[C:13](=[CH:14][CH:15]=[CH:16][CH:17]=3)[CH:12]=[N:11][C:10]=2[CH2:27][OH:28])[CH2:5][CH2:4]1)[CH3:2]. (3) The product is: [Cl:25][C:6]1[CH:5]=[CH:4][C:3]([CH2:2][NH:1][C:38](=[O:39])[C:37]2[CH:41]=[CH:42][CH:43]=[CH:44][C:36]=2[F:35])=[CH:8][C:7]=1[C:9]1[NH:13][C:12](=[O:14])[N:11]([C:15]2[CH:16]=[CH:17][C:18]([C:21]([F:24])([F:23])[F:22])=[CH:19][CH:20]=2)[N:10]=1. Given the reactants [NH2:1][CH2:2][C:3]1[CH:4]=[CH:5][C:6]([Cl:25])=[C:7]([C:9]2[NH:13][C:12](=[O:14])[N:11]([C:15]3[CH:20]=[CH:19][C:18]([C:21]([F:24])([F:23])[F:22])=[CH:17][CH:16]=3)[N:10]=2)[CH:8]=1.CCN(C(C)C)C(C)C.[F:35][C:36]1[CH:44]=[CH:43][CH:42]=[CH:41][C:37]=1[C:38](Cl)=[O:39], predict the reaction product. (4) Given the reactants [Br:1][C:2]1[CH:3]=[CH:4][C:5]2[O:10][CH2:9][CH2:8][NH:7][C:6]=2[CH:11]=1.C(=O)([O-])[O-].[K+].[K+].[CH2:18](Br)[C:19]1[CH:24]=[CH:23][CH:22]=[CH:21][CH:20]=1, predict the reaction product. The product is: [Br:1][C:2]1[CH:3]=[CH:4][C:5]2[O:10][CH2:9][CH2:8][N:7]([CH2:18][C:19]3[CH:24]=[CH:23][CH:22]=[CH:21][CH:20]=3)[C:6]=2[CH:11]=1. (5) Given the reactants [Br:1][C:2]1[CH:9]=[CH:8][C:5]([CH2:6][NH2:7])=[CH:4][CH:3]=1.[OH-].[Na+].Cl[C:13]([O:15][CH2:16][C:17]1[CH:22]=[CH:21][CH:20]=[CH:19][CH:18]=1)=[O:14].CCOC(C)=O, predict the reaction product. The product is: [CH2:16]([O:15][C:13](=[O:14])[NH:7][CH2:6][C:5]1[CH:8]=[CH:9][C:2]([Br:1])=[CH:3][CH:4]=1)[C:17]1[CH:22]=[CH:21][CH:20]=[CH:19][CH:18]=1. (6) Given the reactants C([N:8]1[CH2:13][CH2:12][N:11]([C:14]2[CH:15]=[C:16]([O:25][CH3:26])[CH:17]=[C:18]3[C:23]=2[N:22]=[C:21]([CH3:24])[CH:20]=[CH:19]3)[CH2:10][CH2:9]1)C1C=CC=CC=1.C([O-])=O.[NH4+].CCOC(C)=O.CCCCCC, predict the reaction product. The product is: [CH3:26][O:25][C:16]1[CH:17]=[C:18]2[C:23](=[C:14]([N:11]3[CH2:10][CH2:9][NH:8][CH2:13][CH2:12]3)[CH:15]=1)[N:22]=[C:21]([CH3:24])[CH:20]=[CH:19]2. (7) Given the reactants [C:1]([O:5][C:6]([NH:8][C@H:9]1[CH2:15][O:14][C:13]2[CH:16]=[CH:17][C:18]([C:20](O)=[O:21])=[CH:19][C:12]=2[N:11]([CH3:23])[C:10]1=[O:24])=[O:7])([CH3:4])([CH3:3])[CH3:2].CS(C)=O.[CH3:29][CH2:30][N:31](C(C)C)[CH:32]([CH3:34])C.CN(C([O:45]N1N=NC2C=CC=NC1=2)=[N+](C)C)C.F[P-](F)(F)(F)(F)F.CNC, predict the reaction product. The product is: [C:1]([O:5][C:6](=[O:7])[NH:8][C@H:9]1[CH2:15][O:14][C:13]2[CH:16]=[CH:17][C:18]([C:20]([N:31]3[CH2:32][CH2:34][O:45][CH2:29][CH2:30]3)=[O:21])=[CH:19][C:12]=2[N:11]([CH3:23])[C:10]1=[O:24])([CH3:2])([CH3:3])[CH3:4]. (8) Given the reactants C(O)(C(F)(F)F)=O.C([O:12][C:13](=[O:31])[CH2:14][CH2:15][O:16][CH2:17][CH2:18][O:19][CH2:20][CH2:21][NH:22][NH:23]C(OC(C)(C)C)=O)(C)(C)C, predict the reaction product. The product is: [NH:22]([CH2:21][CH2:20][O:19][CH2:18][CH2:17][O:16][CH2:15][CH2:14][C:13]([OH:31])=[O:12])[NH2:23].